Dataset: Full USPTO retrosynthesis dataset with 1.9M reactions from patents (1976-2016). Task: Predict the reactants needed to synthesize the given product. Given the product [Br:1][C:2]1[C:10]([O:11][CH3:19])=[CH:9][CH:8]=[C:7]2[C:3]=1[CH:4]=[C:5]([C:12]([OH:14])=[O:13])[NH:6]2, predict the reactants needed to synthesize it. The reactants are: [Br:1][C:2]1[C:10]([OH:11])=[CH:9][CH:8]=[C:7]2[C:3]=1[CH:4]=[C:5]([C:12]([O:14]CC)=[O:13])[NH:6]2.[OH-].[K+].[CH2:19](O)C.